This data is from Reaction yield outcomes from USPTO patents with 853,638 reactions. The task is: Predict the reaction yield, written as a fraction of the theoretical maximum amount of product (1.0 means a 100% yield; for example, 0.34 means a 34% yield). (1) The reactants are FC(F)(F)S(O[C:7]1[CH:16]=[CH:15][C:14]2[N:13]([C:17](=[O:19])[CH3:18])[CH:12]([CH:20]3[CH2:22][CH2:21]3)[CH:11]([CH3:23])[CH:10]([NH:24][C:25]3[CH:30]=[CH:29][CH:28]=[CH:27][CH:26]=3)[C:9]=2[N:8]=1)(=O)=O.[CH3:33][NH:34][C:35](=[O:51])[C:36]1[CH:41]=[CH:40][C:39](B2OC(C)(C)C(C)(C)O2)=[CH:38][CH:37]=1.C(=O)([O-])[O-].[K+].[K+]. The catalyst is O1CCOCC1.O.CO.C1C=CC(P(C2C=CC=CC=2)[C-]2C=CC=C2)=CC=1.C1C=CC(P(C2C=CC=CC=2)[C-]2C=CC=C2)=CC=1.Cl[Pd]Cl.[Fe+2]. The product is [C:17]([N:13]1[C@@H:12]([CH:20]2[CH2:21][CH2:22]2)[C@H:11]([CH3:23])[C@@H:10]([NH:24][C:25]2[CH:30]=[CH:29][CH:28]=[CH:27][CH:26]=2)[C:9]2[N:8]=[C:7]([C:39]3[CH:40]=[CH:41][C:36]([C:35]([NH:34][CH3:33])=[O:51])=[CH:37][CH:38]=3)[CH:16]=[CH:15][C:14]1=2)(=[O:19])[CH3:18]. The yield is 0.210. (2) The reactants are [NH2:1][C@H:2]([CH3:9])[CH2:3][CH2:4][NH:5][CH:6]([CH3:8])[CH3:7].FC1C=CC(CNC(C2C(=O)C(O)=C3C(=O)N4[C@H](C)CCN(C(C)C)[C@H]4CN3C=2)=O)=CC=1.C[O:43][C:44]([C:46]1[N:47]([CH2:72][CH:73]=O)[CH:48]=[C:49]([C:61](=[O:71])[NH:62][CH2:63][C:64]2[CH:69]=[CH:68][C:67]([F:70])=[CH:66][CH:65]=2)[C:50](=[O:60])[C:51]=1[O:52][CH2:53][C:54]1[CH:59]=[CH:58][CH:57]=[CH:56][CH:55]=1)=O.C(O)(=O)C. The catalyst is ClCCl. The product is [F:70][C:67]1[CH:66]=[CH:65][C:64]([CH2:63][NH:62][C:61]([C:49]2[C:50](=[O:60])[C:51]([O:52][CH2:53][C:54]3[CH:59]=[CH:58][CH:57]=[CH:56][CH:55]=3)=[C:46]3[C:44](=[O:43])[N:1]4[C@H:2]([CH3:9])[CH2:3][CH2:4][N:5]([CH:6]([CH3:8])[CH3:7])[C@H:73]4[CH2:72][N:47]3[CH:48]=2)=[O:71])=[CH:69][CH:68]=1. The yield is 0.560. (3) The reactants are [CH3:1][C:2]1[CH:11]=[C:10]([N:12]2[CH2:16][CH2:15][CH2:14][CH2:13]2)[C:9]2[C:4](=[CH:5][C:6]([O:17][CH2:18][CH2:19][OH:20])=[CH:7][CH:8]=2)[N:3]=1.C(N(CC)CC)C.[S:28](Cl)([C:31]1[CH:37]=[CH:36][C:34]([CH3:35])=[CH:33][CH:32]=1)(=[O:30])=[O:29].C([O-])(O)=O.[Na+]. The catalyst is ClCCl. The product is [CH3:1][C:2]1[CH:11]=[C:10]([N:12]2[CH2:13][CH2:14][CH2:15][CH2:16]2)[C:9]2[C:4](=[CH:5][C:6]([O:17][CH2:18][CH2:19][O:20][S:28]([C:31]3[CH:37]=[CH:36][C:34]([CH3:35])=[CH:33][CH:32]=3)(=[O:30])=[O:29])=[CH:7][CH:8]=2)[N:3]=1. The yield is 0.781. (4) The reactants are [CH3:1][O:2][C:3]([C:5]1[C:13]2[C:8](=[N:9][CH:10]=[C:11]([Cl:14])[CH:12]=2)[NH:7][C:6]=1[CH3:15])=[O:4].[OH-].[Na+].[C:18]1([S:24](Cl)(=[O:26])=[O:25])[CH:23]=[CH:22][CH:21]=[CH:20][CH:19]=1. The catalyst is [Cl-].C([N+](CC)(CC)CC)C1C=CC=CC=1.ClCCl. The product is [CH3:1][O:2][C:3]([C:5]1[C:13]2[C:8](=[N:9][CH:10]=[C:11]([Cl:14])[CH:12]=2)[N:7]([S:24]([C:18]2[CH:23]=[CH:22][CH:21]=[CH:20][CH:19]=2)(=[O:26])=[O:25])[C:6]=1[CH3:15])=[O:4]. The yield is 0.300. (5) The reactants are [Br:1][C:2]1[C:3]2[CH:4]=[CH:5][CH:6]=[N:7][C:8]=2[C:9](=[O:12])[NH:10][CH:11]=1.[CH2:13](Br)[C:14]1[CH:19]=[CH:18][CH:17]=[CH:16][CH:15]=1.C([O-])([O-])=O.[Cs+].[Cs+]. The catalyst is CN(C=O)C. The product is [CH2:13]([N:10]1[C:9](=[O:12])[C:8]2[N:7]=[CH:6][CH:5]=[CH:4][C:3]=2[C:2]([Br:1])=[CH:11]1)[C:14]1[CH:19]=[CH:18][CH:17]=[CH:16][CH:15]=1. The yield is 0.830. (6) The reactants are [SH:1][CH2:2][C:3]#[N:4].[CH3:5][O:6][C:7]1[CH:32]=[C:31]([O:33][CH3:34])[CH:30]=[CH:29][C:8]=1[CH2:9][N:10]1[C@@:18]([C:20]2[CH:25]=[CH:24][CH:23]=[CH:22][C:21]=2[F:26])([CH3:19])[C@@H:17]2[C@@H:13]([CH2:14][O:15][CH2:16]2)OS1(=O)=O.CN(C)C(N(C)C)=N.S(=O)(=O)(O)O.C(=O)([O-])O.[Na+]. The catalyst is CN(C)C=O. The product is [CH3:5][O:6][C:7]1[CH:32]=[C:31]([O:33][CH3:34])[CH:30]=[CH:29][C:8]=1[CH2:9][NH:10][C@@:18]([C@H:17]1[CH2:16][O:15][CH2:14][C@@H:13]1[S:1][CH2:2][C:3]#[N:4])([C:20]1[CH:25]=[CH:24][CH:23]=[CH:22][C:21]=1[F:26])[CH3:19]. The yield is 0.970. (7) The catalyst is C(#N)C. The yield is 0.410. The product is [CH3:1][S:2]([C:3]1[CH:4]=[CH:5][C:6]([C:9]2[O:13][N:12]=[CH:11][C:10]=2[CH2:14][CH2:15][CH2:16][OH:17])=[CH:7][CH:8]=1)=[O:26]. The reactants are [CH3:1][S:2][C:3]1[CH:8]=[CH:7][C:6]([C:9]2[O:13][N:12]=[CH:11][C:10]=2[CH2:14][CH2:15][CH2:16][OH:17])=[CH:5][CH:4]=1.ClC1C=CC=C(C(OO)=[O:26])C=1.O.